Dataset: Catalyst prediction with 721,799 reactions and 888 catalyst types from USPTO. Task: Predict which catalyst facilitates the given reaction. (1) Reactant: C([Li])CCC.[CH3:6][C@@H:7]1[C@H:11]([C:12]2[CH:17]=[CH:16][CH:15]=[CH:14][CH:13]=2)[O:10][C:9](=[O:18])[NH:8]1.[Br:19][CH2:20][C:21](Cl)=[O:22].[Cl-].[NH4+].C(=O)(O)[O-].[Na+]. Product: [Br:19][CH2:20][C:21]([N:8]1[C@H:7]([CH3:6])[C@H:11]([C:12]2[CH:17]=[CH:16][CH:15]=[CH:14][CH:13]=2)[O:10][C:9]1=[O:18])=[O:22]. The catalyst class is: 392. (2) Reactant: [F:1][C:2]1[CH:7]=[CH:6][C:5]([C:8]#[C:9][CH2:10][O:11][C:12]2[CH:17]=[CH:16][C:15]([C:18]3[N:26](COCC[Si](C)(C)C)[C:25]4[C:24](=[O:35])[N:23]([CH2:36][CH2:37][CH3:38])[C:22]([C:39]5[CH:44]=[CH:43][CH:42]=[C:41]([C:45]([F:48])([F:47])[F:46])[CH:40]=5)=[N:21][C:20]=4[N:19]=3)=[CH:14][CH:13]=2)=[CH:4][CH:3]=1.Cl. Product: [F:1][C:2]1[CH:7]=[CH:6][C:5]([C:8]#[C:9][CH2:10][O:11][C:12]2[CH:17]=[CH:16][C:15]([C:18]3[NH:26][C:25]4[C:24](=[O:35])[N:23]([CH2:36][CH2:37][CH3:38])[C:22]([C:39]5[CH:44]=[CH:43][CH:42]=[C:41]([C:45]([F:48])([F:46])[F:47])[CH:40]=5)=[N:21][C:20]=4[N:19]=3)=[CH:14][CH:13]=2)=[CH:4][CH:3]=1. The catalyst class is: 8. (3) The catalyst class is: 1. Product: [C:4]([SiH2:8][O:9][C:10]([CH3:20])([CH3:19])[C:11]1[N:16]=[C:15]([CH:17]([OH:18])[CH3:1])[CH:14]=[CH:13][CH:12]=1)([CH3:7])([CH3:5])[CH3:6]. Reactant: [CH3:1][Mg]Br.[C:4]([SiH2:8][O:9][C:10]([CH3:20])([CH3:19])[C:11]1[N:16]=[C:15]([CH:17]=[O:18])[CH:14]=[CH:13][CH:12]=1)([CH3:7])([CH3:6])[CH3:5]. (4) Reactant: [C:1]([Si:5]([CH3:35])([CH3:34])[O:6][CH:7]([C:30]([CH3:33])([CH3:32])[CH3:31])[CH2:8][CH2:9][C:10]1[CH:15]=[CH:14][C:13]([C:16]([C:21]2[CH:26]=[CH:25][C:24]([OH:27])=[C:23]([CH3:28])[CH:22]=2)([CH2:19][CH3:20])[CH2:17][CH3:18])=[CH:12][C:11]=1[CH3:29])([CH3:4])([CH3:3])[CH3:2].C1C=CC(P(C2C=CC=CC=2)C2C=CC=CC=2)=CC=1.O[CH2:56][C@@H:57]1[O:62][C:61](=[O:63])[CH2:60][CH2:59][CH2:58]1.CCOC(/N=N/C(OCC)=O)=O. Product: [C:1]([Si:5]([CH3:35])([CH3:34])[O:6][CH:7]([C:30]([CH3:33])([CH3:32])[CH3:31])[CH2:8][CH2:9][C:10]1[CH:15]=[CH:14][C:13]([C:16]([C:21]2[CH:26]=[CH:25][C:24]([O:27][CH2:56][C@@H:57]3[O:62][C:61](=[O:63])[CH2:60][CH2:59][CH2:58]3)=[C:23]([CH3:28])[CH:22]=2)([CH2:17][CH3:18])[CH2:19][CH3:20])=[CH:12][C:11]=1[CH3:29])([CH3:3])([CH3:2])[CH3:4]. The catalyst class is: 1.